Predict the reactants needed to synthesize the given product. From a dataset of Full USPTO retrosynthesis dataset with 1.9M reactions from patents (1976-2016). (1) Given the product [C:1]([NH:10][CH2:11][CH2:12][CH:13]([C:21]1[CH:30]=[CH:29][C:24]([C:25]([NH:27][CH3:28])=[O:26])=[CH:23][CH:22]=1)[C:14]1[CH:15]=[CH:16][C:17]([F:20])=[CH:18][CH:19]=1)(=[O:8])[C:2]1[CH:7]=[CH:6][CH:5]=[CH:4][CH:3]=1, predict the reactants needed to synthesize it. The reactants are: [C:1](O)(=[O:8])[C:2]1[CH:7]=[CH:6][CH:5]=[CH:4][CH:3]=1.[NH2:10][CH2:11][CH2:12][CH:13]([C:21]1[CH:30]=[CH:29][C:24]([C:25]([NH:27][CH3:28])=[O:26])=[CH:23][CH:22]=1)[C:14]1[CH:19]=[CH:18][C:17]([F:20])=[CH:16][CH:15]=1.C1C=CC2N(O)N=NC=2C=1.C(Cl)CCl.C(N(C(C)C)CC)(C)C. (2) Given the product [N:1]12[CH2:8][CH2:7][CH:4]([CH2:5][CH2:6]1)[C@H:3]([NH:9][C:10]1[C:19]3[C:14](=[CH:15][CH:16]=[C:17]([C:36]4[CH:37]=[CH:38][C:33]([O:32][CH3:31])=[CH:34][CH:35]=4)[CH:18]=3)[NH:13][C:12](=[O:21])[C:11]=1[C:22]1[NH:26][C:25]3[CH:27]=[CH:28][CH:29]=[CH:30][C:24]=3[N:23]=1)[CH2:2]2, predict the reactants needed to synthesize it. The reactants are: [N:1]12[CH2:8][CH2:7][CH:4]([CH2:5][CH2:6]1)[C@H:3]([NH:9][C:10]1[C:19]3[C:14](=[CH:15][CH:16]=[C:17](Br)[CH:18]=3)[NH:13][C:12](=[O:21])[C:11]=1[C:22]1[NH:26][C:25]3[CH:27]=[CH:28][CH:29]=[CH:30][C:24]=3[N:23]=1)[CH2:2]2.[CH3:31][O:32][C:33]1[CH:38]=[CH:37][C:36](B(O)O)=[CH:35][CH:34]=1.C([O-])([O-])=O.[Na+].[Na+].C(Cl)Cl. (3) Given the product [F:37][C:34]1[CH:33]=[CH:32][C:31]([C:14]2[C:15]([C:17]3[CH:22]=[CH:21][C:20](=[O:23])[N:19]([C:24]4[CH:29]=[CH:28][CH:27]=[CH:26][C:25]=4[CH3:30])[N:18]=3)=[C:16]3[N:9]([CH2:8][CH2:7][CH2:6][N:38]4[CH2:43][CH2:42][O:41][CH2:40][CH2:39]4)[CH2:10][CH2:11][N:12]3[N:13]=2)=[CH:36][CH:35]=1, predict the reactants needed to synthesize it. The reactants are: CS(O[CH2:6][CH2:7][CH2:8][N:9]1[C:16]2[N:12]([N:13]=[C:14]([C:31]3[CH:36]=[CH:35][C:34]([F:37])=[CH:33][CH:32]=3)[C:15]=2[C:17]2[CH:22]=[CH:21][C:20](=[O:23])[N:19]([C:24]3[CH:29]=[CH:28][CH:27]=[CH:26][C:25]=3[CH3:30])[N:18]=2)[CH2:11][CH2:10]1)(=O)=O.[NH:38]1[CH2:43][CH2:42][O:41][CH2:40][CH2:39]1.C([O-])([O-])=O.[K+].[K+].O. (4) Given the product [Br:1][C:2]1[CH:3]=[N:4][N:5]2[CH:10]=[C:9]([C:11]3[S:42][C:15]([N:17]4[CH2:22][CH2:21][N:20]([C:23]([O:25][CH2:26][C:27]5[CH:32]=[CH:31][CH:30]=[CH:29][CH:28]=5)=[O:24])[CH2:19][CH2:18]4)=[CH:14][N:13]=3)[CH:8]=[N:7][C:6]=12, predict the reactants needed to synthesize it. The reactants are: [Br:1][C:2]1[CH:3]=[N:4][N:5]2[CH:10]=[C:9]([C:11]([NH:13][CH2:14][C:15]([N:17]3[CH2:22][CH2:21][N:20]([C:23]([O:25][CH2:26][C:27]4[CH:32]=[CH:31][CH:30]=[CH:29][CH:28]=4)=[O:24])[CH2:19][CH2:18]3)=O)=O)[CH:8]=[N:7][C:6]=12.COC1C=CC(P2(SP(C3C=CC(OC)=CC=3)(=S)S2)=[S:42])=CC=1. (5) Given the product [Cl:21][C:15]1[CH:16]=[C:17]([Cl:20])[CH:18]=[CH:19][C:14]=1[O:13][CH2:12][C:11]([NH:10][C:6]1[CH:5]=[C:4]([CH:9]=[CH:8][N:7]=1)[C:3]([OH:23])=[O:2])=[O:22], predict the reactants needed to synthesize it. The reactants are: C[O:2][C:3](=[O:23])[C:4]1[CH:9]=[CH:8][N:7]=[C:6]([NH:10][C:11](=[O:22])[CH2:12][O:13][C:14]2[CH:19]=[CH:18][C:17]([Cl:20])=[CH:16][C:15]=2[Cl:21])[CH:5]=1.[I-].[Li+]. (6) Given the product [C:1]([O:5][C:6]([N:8]1[CH2:13][CH2:12][CH:11]([CH2:14][NH:15][C:16]2[C:21]([O:22][CH3:23])=[N:20][C:19]([C:26]#[N:27])=[CH:18][N:17]=2)[CH2:10][CH2:9]1)=[O:7])([CH3:4])([CH3:3])[CH3:2], predict the reactants needed to synthesize it. The reactants are: [C:1]([O:5][C:6]([N:8]1[CH2:13][CH2:12][CH:11]([CH2:14][NH:15][C:16]2[C:21]([O:22][CH3:23])=[N:20][C:19](Br)=[CH:18][N:17]=2)[CH2:10][CH2:9]1)=[O:7])([CH3:4])([CH3:3])[CH3:2].[Cu](C#N)[C:26]#[N:27].